Task: Predict the product of the given reaction.. Dataset: Forward reaction prediction with 1.9M reactions from USPTO patents (1976-2016) (1) Given the reactants [Br:1][C:2]1[N:6]2[CH:7]=[C:8](I)[CH:9]=[C:10]([C:11]([F:14])([F:13])[F:12])[C:5]2=[N:4][C:3]=1[C:16]([N:18]1[CH2:23][CH2:22][CH:21]([N:24]2[CH2:28][CH2:27][O:26][C:25]2=[O:29])[CH2:20][CH2:19]1)=[O:17].[CH:30]1(B(O)O)[CH2:32][CH2:31]1.P([O-])([O-])([O-])=O.[K+].[K+].[K+], predict the reaction product. The product is: [Br:1][C:2]1[N:6]2[CH:7]=[C:8]([CH:30]3[CH2:32][CH2:31]3)[CH:9]=[C:10]([C:11]([F:14])([F:13])[F:12])[C:5]2=[N:4][C:3]=1[C:16]([N:18]1[CH2:23][CH2:22][CH:21]([N:24]2[CH2:28][CH2:27][O:26][C:25]2=[O:29])[CH2:20][CH2:19]1)=[O:17]. (2) Given the reactants [CH2:1]([C:3]1[CH:8]=[C:7]([O:9][CH2:10][O:11][CH2:12][CH2:13][Si:14]([CH3:17])([CH3:16])[CH3:15])[CH:6]=[CH:5][C:4]=1[C:18]1[N+:23]([O-])=[CH:22][C:21]2[CH:25]=[N:26][N:27]([CH2:28][O:29][CH2:30][CH2:31][Si:32]([CH3:35])([CH3:34])[CH3:33])[C:20]=2[CH:19]=1)[CH3:2].C(OC(=O)C)(=[O:38])C, predict the reaction product. The product is: [CH2:1]([C:3]1[CH:8]=[C:7]([O:9][CH2:10][O:11][CH2:12][CH2:13][Si:14]([CH3:17])([CH3:16])[CH3:15])[CH:6]=[CH:5][C:4]=1[C:18]1[N:23]=[C:22]([OH:38])[C:21]2[CH:25]=[N:26][N:27]([CH2:28][O:29][CH2:30][CH2:31][Si:32]([CH3:35])([CH3:34])[CH3:33])[C:20]=2[CH:19]=1)[CH3:2]. (3) Given the reactants CO[C:3]([C:5]1[S:6][CH:7]=[CH:8][C:9]=1[NH2:10])=[O:4].[ClH:11].[C:12](#[N:14])[CH3:13], predict the reaction product. The product is: [Cl:11][C:3]1[C:5]2[S:6][CH:7]=[CH:8][C:9]=2[N:10]=[C:12]([CH3:13])[N:14]=1.[CH3:13][C:12]1[N:14]=[C:3]([OH:4])[C:5]2[S:6][CH:7]=[CH:8][C:9]=2[N:10]=1. (4) Given the reactants [O:1]=[C:2]1[N:6]([C:7]2[CH:12]=[CH:11][C:10]([Sn](C)(C)C)=[CH:9][CH:8]=2)[CH2:5][C@H:4]([CH2:17][NH:18][C:19](=[O:21])[CH3:20])[O:3]1.Br[C:23]1[S:27][C:26]([C:28]2[CH2:32][CH:31]([CH2:33][OH:34])[O:30][N:29]=2)=[CH:25][CH:24]=1.O1C=CC=C1P(C1OC=CC=1)C1OC=CC=1, predict the reaction product. The product is: [OH:34][CH2:33][CH:31]1[O:30][N:29]=[C:28]([C:26]2[S:27][C:23]([C:10]3[CH:11]=[CH:12][C:7]([N:6]4[CH2:5][C@H:4]([CH2:17][NH:18][C:19](=[O:21])[CH3:20])[O:3][C:2]4=[O:1])=[CH:8][CH:9]=3)=[CH:24][CH:25]=2)[CH2:32]1. (5) Given the reactants [CH2:1]([O:3][C:4]([C:6]1[S:7][C:8]2[CH:14]=[C:13]([CH2:15][C:16]([OH:18])=O)[CH:12]=[CH:11][C:9]=2[CH:10]=1)=[O:5])[CH3:2].[CH3:19][O:20][C:21]1[CH:30]=[CH:29][C:24]([C:25]([NH:27][NH2:28])=[O:26])=[CH:23][CH:22]=1.[Cl-].C(N=C=NCCC[NH+](C)C)C, predict the reaction product. The product is: [CH3:19][O:20][C:21]1[CH:22]=[CH:23][C:24]([C:25]([NH:27][NH:28][C:16](=[O:18])[CH2:15][C:13]2[CH:12]=[CH:11][C:9]3[CH:10]=[C:6]([C:4]([O:3][CH2:1][CH3:2])=[O:5])[S:7][C:8]=3[CH:14]=2)=[O:26])=[CH:29][CH:30]=1. (6) Given the reactants [CH3:1][O:2][C:3]([C:5]1[CH:10]=[C:9](S(C)(=O)=O)[N:8]=[C:7]([Cl:15])[N:6]=1)=[O:4].[NH3:16], predict the reaction product. The product is: [CH3:1][O:2][C:3]([C:5]1[CH:10]=[C:9]([NH2:16])[N:8]=[C:7]([Cl:15])[N:6]=1)=[O:4]. (7) Given the reactants C([O:3][C:4](=O)[C:5]([CH3:13])([CH3:12])[CH2:6][CH2:7][CH2:8][CH2:9][CH2:10][CH3:11])C.[H-].[H-].[H-].[H-].[Li+].[Al+3].C1COCC1, predict the reaction product. The product is: [CH3:12][C:5]([CH3:13])([CH2:6][CH2:7][CH2:8][CH2:9][CH2:10][CH3:11])[CH2:4][OH:3]. (8) The product is: [F:20][C:2]1[S:6][C:5]([CH2:7][NH:8][C:9]([NH:11][C:12]2[S:13][CH:14]=[C:15]([CH2:17][NH:18][CH3:19])[N:16]=2)=[O:10])=[CH:4][CH:3]=1. Given the reactants Cl[C:2]1[S:6][C:5]([CH2:7][NH:8][C:9]([NH:11][C:12]2[S:13][CH:14]=[C:15]([CH2:17][NH:18][CH3:19])[N:16]=2)=[O:10])=[CH:4][CH:3]=1.[F:20]C1SC(NC)=CC=1, predict the reaction product.